Dataset: Forward reaction prediction with 1.9M reactions from USPTO patents (1976-2016). Task: Predict the product of the given reaction. (1) Given the reactants [Cl:1][C:2]1[C:3]([NH:25][C:26]2[CH:31]=[CH:30][CH:29]=[CH:28][C:27]=2[S:32]([N:35]([CH3:37])[CH3:36])(=[O:34])=[O:33])=[N:4][C:5]([NH:8][C:9]2[C:22]([O:23][CH3:24])=[CH:21][C:12]3[CH2:13][CH2:14][N:15]([CH2:18][CH2:19][OH:20])[CH2:16][CH2:17][C:11]=3[CH:10]=2)=[N:6][CH:7]=1.C(OC([NH:45][C@H:46]([C:50](O)=[O:51])[CH:47]([CH3:49])[CH3:48])=O)(C)(C)C, predict the reaction product. The product is: [Cl:1][C:2]1[C:3]([NH:25][C:26]2[CH:31]=[CH:30][CH:29]=[CH:28][C:27]=2[S:32](=[O:34])(=[O:33])[N:35]([CH3:36])[CH3:37])=[N:4][C:5]([NH:8][C:9]2[C:22]([O:23][CH3:24])=[CH:21][C:12]3[CH2:13][CH2:14][N:15]([CH2:18][CH2:19][O:20][C:50](=[O:51])[C@@H:46]([NH2:45])[CH:47]([CH3:49])[CH3:48])[CH2:16][CH2:17][C:11]=3[CH:10]=2)=[N:6][CH:7]=1. (2) Given the reactants [Cl:1][C:2]1[CH:7]=[CH:6][C:5]([C:8]([F:11])([F:10])[F:9])=[CH:4][C:3]=1[CH2:12][S:13]([OH:16])(=O)=[O:14].[Na].P(Cl)(Cl)(Cl)(Cl)[Cl:19], predict the reaction product. The product is: [Cl:1][C:2]1[CH:7]=[CH:6][C:5]([C:8]([F:11])([F:10])[F:9])=[CH:4][C:3]=1[CH2:12][S:13]([Cl:19])(=[O:16])=[O:14]. (3) Given the reactants [CH3:1][N:2]([CH3:8])[CH2:3][CH2:4][CH2:5][CH2:6][NH2:7].[CH:9](=O)[CH2:10][CH3:11].[BH4-].[Na+], predict the reaction product. The product is: [CH3:1][N:2]([CH3:8])[CH2:3][CH2:4][CH2:5][CH2:6][NH:7][CH2:9][CH2:10][CH3:11]. (4) The product is: [CH:1]1([NH:6][CH:7]2[CH2:11][CH2:10][CH2:9][CH:8]2[NH:12][C:18](=[O:19])[C:17]2[CH:21]=[CH:22][C:23]([C:25]([F:26])([F:27])[F:28])=[CH:24][C:16]=2[CH:13]2[CH2:14][CH2:15]2)[CH2:5][CH2:4][CH2:3][CH2:2]1. Given the reactants [CH:1]1([NH:6][CH:7]2[CH2:11][CH2:10][CH2:9][CH:8]2[NH2:12])[CH2:5][CH2:4][CH2:3][CH2:2]1.[CH:13]1([C:16]2[CH:24]=[C:23]([C:25]([F:28])([F:27])[F:26])[CH:22]=[CH:21][C:17]=2[C:18](O)=[O:19])[CH2:15][CH2:14]1, predict the reaction product. (5) Given the reactants [NH3:1].Cl[C:3]1[C:4]2[N:5]([C:9]([C@H:12]3[C@H:19]4[C@H:15]([O:16][C:17]([CH3:21])([CH3:20])[O:18]4)[CH2:14][CH2:13]3)=[CH:10][N:11]=2)[CH:6]=[CH:7][N:8]=1, predict the reaction product. The product is: [CH3:20][C:17]1([CH3:21])[O:16][C@@H:15]2[CH2:14][CH2:13][C@@H:12]([C:9]3[N:5]4[CH:6]=[CH:7][N:8]=[C:3]([NH2:1])[C:4]4=[N:11][CH:10]=3)[C@@H:19]2[O:18]1. (6) Given the reactants Br[C:2]1[CH:7]=[CH:6][C:5]([C:8]([C:24]2[CH:29]=[CH:28][C:27](Br)=[CH:26][CH:25]=2)=[CH:9][CH2:10][S:11][C:12]2[CH:22]=[CH:21][C:15]([O:16][CH2:17][C:18]([OH:20])=[O:19])=[C:14]([CH3:23])[CH:13]=2)=[CH:4][CH:3]=1.B(O)(O)[C:32]1[CH:33]=[CH:34][C:35]([C:38]2[CH:39]=[CH:40][CH:41]=[CH:42][CH:43]=2)=[CH:36][CH:37]=1.[F-].[K+].[Cl-].[NH4+], predict the reaction product. The product is: [C:2]1([C:41]2[CH:40]=[CH:39][C:38]([C:35]3[CH:36]=[CH:37][CH:32]=[CH:33][CH:34]=3)=[CH:43][CH:42]=2)[CH:7]=[CH:6][C:5]([C:8]([C:24]2[CH:29]=[CH:28][C:27]([C:32]3[CH:33]=[CH:34][C:35]([C:38]4[CH:39]=[CH:40][CH:41]=[CH:42][CH:43]=4)=[CH:36][CH:37]=3)=[CH:26][CH:25]=2)=[CH:9][CH2:10][S:11][C:12]2[CH:22]=[CH:21][C:15]([O:16][CH2:17][C:18]([OH:20])=[O:19])=[C:14]([CH3:23])[CH:13]=2)=[CH:4][CH:3]=1. (7) Given the reactants [NH2:1][C:2]([N:4]1[CH2:9][CH2:8][CH:7]([NH:10][C:11]([C:13]2[NH:14][C:15]([CH3:20])=[C:16]([Cl:19])[C:17]=2[Cl:18])=[O:12])[CH2:6][CH2:5]1)=[S:3].Cl[CH:22]([C:30]#[N:31])[C:23]([O:25][C:26](C)(C)C)=O, predict the reaction product. The product is: [Cl:18][C:17]1[C:16]([Cl:19])=[C:15]([CH3:20])[NH:14][C:13]=1[C:11]([NH:10][CH:7]1[CH2:8][CH2:9][N:4]([C:2]2[S:3][C:22]([C:30]#[N:31])=[C:23]([O:25][CH3:26])[N:1]=2)[CH2:5][CH2:6]1)=[O:12]. (8) Given the reactants C([NH:8][CH:9]1[CH2:14][CH2:13][CH:12]([C:15]([F:18])([F:17])[F:16])[CH2:11][CH2:10]1)C1C=CC=CC=1.[ClH:19], predict the reaction product. The product is: [ClH:19].[F:16][C:15]([F:17])([F:18])[CH:12]1[CH2:11][CH2:10][CH:9]([NH2:8])[CH2:14][CH2:13]1. (9) Given the reactants C([O:8][C:9]1[CH:30]=[C:29]([CH3:31])[C:12]([CH2:13][C@@H:14]2[CH2:18][CH2:17][N:16]([CH:19]3[CH2:27][CH2:26][C:25]4[C:21](=[CH:22][NH:23][N:24]=4)[CH2:20]3)[C:15]2=[O:28])=[C:11]([CH3:32])[CH:10]=1)C1C=CC=CC=1, predict the reaction product. The product is: [OH:8][C:9]1[CH:30]=[C:29]([CH3:31])[C:12]([CH2:13][C@@H:14]2[CH2:18][CH2:17][N:16]([CH:19]3[CH2:27][CH2:26][C:25]4[C:21](=[CH:22][NH:23][N:24]=4)[CH2:20]3)[C:15]2=[O:28])=[C:11]([CH3:32])[CH:10]=1.